This data is from Catalyst prediction with 721,799 reactions and 888 catalyst types from USPTO. The task is: Predict which catalyst facilitates the given reaction. (1) Reactant: [O:1]=[C:2]1[N:7]([C@H:8]2[C:16]3[C:11](=[C:12]([C:17]([F:20])([F:19])[F:18])[CH:13]=[CH:14][CH:15]=3)[CH2:10][CH2:9]2)[C:6](=[O:21])[C:5]([C:22]([O:24]CC)=[O:23])=[CH:4][N:3]1[C:27]1[CH:32]=[CH:31][C:30]([N:33]2[CH2:37][CH2:36][O:35][C:34]2=[O:38])=[CH:29][CH:28]=1.C(O)(=O)C.Cl. Product: [O:1]=[C:2]1[N:7]([C@H:8]2[C:16]3[C:11](=[C:12]([C:17]([F:20])([F:18])[F:19])[CH:13]=[CH:14][CH:15]=3)[CH2:10][CH2:9]2)[C:6](=[O:21])[C:5]([C:22]([OH:24])=[O:23])=[CH:4][N:3]1[C:27]1[CH:32]=[CH:31][C:30]([N:33]2[CH2:37][CH2:36][O:35][C:34]2=[O:38])=[CH:29][CH:28]=1. The catalyst class is: 6. (2) Reactant: [F:1][C:2]1[C:7]([CH3:8])=[C:6]([OH:9])[CH:5]=[CH:4][C:3]=1[C:10](=[O:12])[CH3:11].C(=O)([O-])[O-].[Cs+].[Cs+].Br[C:20]([CH3:27])([CH3:26])[C:21]([O:23][CH2:24][CH3:25])=[O:22].OS([O-])(=O)=O.[K+]. Product: [CH2:24]([O:23][C:21](=[O:22])[C:20]([O:9][C:6]1[CH:5]=[CH:4][C:3]([C:10](=[O:12])[CH3:11])=[C:2]([F:1])[C:7]=1[CH3:8])([CH3:27])[CH3:26])[CH3:25]. The catalyst class is: 3. (3) Reactant: [Cl:1][C:2]1[CH:7]=[CH:6][C:5]([C@H:8]([NH:11][S@@](C(C)(C)C)=O)[CH2:9][CH3:10])=[C:4]([F:18])[C:3]=1[O:19][C:20]1[CH:25]=[CH:24][N:23]=[CH:22][CH:21]=1.Cl. Product: [ClH:1].[Cl:1][C:2]1[CH:7]=[CH:6][C:5]([C@H:8]([NH2:11])[CH2:9][CH3:10])=[C:4]([F:18])[C:3]=1[O:19][C:20]1[CH:21]=[CH:22][N:23]=[CH:24][CH:25]=1. The catalyst class is: 25. (4) Reactant: [CH3:1][O:2][C:3]1[CH:4]=[C:5]([C:11]2[C@@H:20]3[C@@H:15]([CH2:16][CH2:17][CH2:18][CH2:19]3)[C:14](=[O:21])[N:13]([CH:22]3[CH2:27][CH2:26][N:25]([C:28](=[O:45])[C@@H:29]([NH:37]C(=O)OC(C)(C)C)[CH2:30][C:31]4[CH:36]=[CH:35][CH:34]=[CH:33][CH:32]=4)[CH2:24][CH2:23]3)[N:12]=2)[CH:6]=[CH:7][C:8]=1[O:9][CH3:10].[ClH:46]. Product: [ClH:46].[NH2:37][C@@H:29]([CH2:30][C:31]1[CH:32]=[CH:33][CH:34]=[CH:35][CH:36]=1)[C:28]([N:25]1[CH2:24][CH2:23][CH:22]([N:13]2[N:12]=[C:11]([C:5]3[CH:6]=[CH:7][C:8]([O:9][CH3:10])=[C:3]([O:2][CH3:1])[CH:4]=3)[C@@H:20]3[C@@H:15]([CH2:16][CH2:17][CH2:18][CH2:19]3)[C:14]2=[O:21])[CH2:27][CH2:26]1)=[O:45]. The catalyst class is: 12. (5) Reactant: Cl[C:2]1[C:7]([N+:8]([O-:10])=[O:9])=[CH:6][N:5]=[CH:4][N:3]=1.[C:11]1([NH2:18])[CH:16]=[CH:15][C:14]([NH2:17])=[CH:13][CH:12]=1. Product: [N+:8]([C:7]1[C:2]([NH:17][C:14]2[CH:15]=[CH:16][C:11]([NH2:18])=[CH:12][CH:13]=2)=[N:3][CH:4]=[N:5][CH:6]=1)([O-:10])=[O:9]. The catalyst class is: 264. (6) Reactant: [C:1]([O:4][CH2:5][C:6]1[S:7][C:8]([C:15]([O:17][CH2:18][CH3:19])=[O:16])=[C:9]([O:11][CH:12]([CH3:14])[CH3:13])[N:10]=1)(=[O:3])[CH3:2].[C:20](=O)([O-])[O-].[K+].[K+].Cl.[CH2:27](O)[CH3:28]. Product: [CH:12]([O:11][C:9]1[N:10]=[C:6]([CH2:5][O:4][CH:1]2[CH2:2][CH2:28][CH2:27][CH2:20][O:3]2)[S:7][C:8]=1[C:15]([O:17][CH2:18][CH3:19])=[O:16])([CH3:14])[CH3:13]. The catalyst class is: 175. (7) Reactant: [C:1]1(=[O:14])[C:6]2[NH:7][C:8]3[C:13]([C:5]=2[CH2:4][CH2:3][NH:2]1)=[CH:12][CH:11]=[CH:10][CH:9]=3.I[C:16]1[CH:17]=[N:18][CH:19]=[CH:20][C:21]=1[CH3:22].P([O-])([O-])([O-])=O.[K+].[K+].[K+]. Product: [CH3:22][C:21]1[CH:20]=[CH:19][N:18]=[CH:17][C:16]=1[N:2]1[CH2:3][CH2:4][C:5]2[C:13]3[C:8](=[CH:9][CH:10]=[CH:11][CH:12]=3)[NH:7][C:6]=2[C:1]1=[O:14]. The catalyst class is: 246. (8) Reactant: [C:1]([O:10][CH3:11])(=[O:9])[C:2]1[C:3](=[CH:5][CH:6]=[CH:7][CH:8]=1)[NH2:4].[C:21](P([C:21]([CH3:24])([CH3:23])[CH3:22])[C:21]([CH3:24])([CH3:23])[CH3:22])([CH3:24])([CH3:23])[CH3:22].[C:25]([O-:28])([O-])=[O:26].[Cs+].[Cs+].[C:31]1([CH3:37])[CH:36]=[CH:35][CH:34]=[CH:33][CH:32]=1. Product: [CH3:11][O:10][C:1]([C:2]1[CH:8]=[CH:7][CH:6]=[CH:5][C:3]=1[NH:4][C:7]1[CH:8]=[CH:2][C:3]2[N:4]([C:25]([O:28][C:21]([CH3:22])([CH3:23])[CH3:24])=[O:26])[C:36]3[C:31]([C:37]=2[CH:6]=1)=[CH:32][CH:33]=[CH:34][CH:35]=3)=[O:9]. The catalyst class is: 318. (9) Reactant: [CH3:1][CH:2]1[CH2:6][CH2:5][CH2:4][N:3]1[C:7]1[N:12]=[C:11]([NH:13][C:14]2[C:15]3[N:16]([N:30]=[CH:31][N:32]=3)[CH:17]=[C:18]([C:20]3[CH:21]=[C:22]([CH:27]=[CH:28][CH:29]=3)[C:23]([O:25]C)=[O:24])[CH:19]=2)[CH:10]=[CH:9][CH:8]=1.[OH-].[Na+].Cl. Product: [CH3:1][CH:2]1[CH2:6][CH2:5][CH2:4][N:3]1[C:7]1[N:12]=[C:11]([NH:13][C:14]2[C:15]3[N:16]([N:30]=[CH:31][N:32]=3)[CH:17]=[C:18]([C:20]3[CH:21]=[C:22]([CH:27]=[CH:28][CH:29]=3)[C:23]([OH:25])=[O:24])[CH:19]=2)[CH:10]=[CH:9][CH:8]=1. The catalyst class is: 200.